From a dataset of Full USPTO retrosynthesis dataset with 1.9M reactions from patents (1976-2016). Predict the reactants needed to synthesize the given product. (1) Given the product [CH3:26][O:25][C:22]1[CH:23]=[C:24]2[C:19](=[CH:20][C:21]=1[O:27][CH3:28])[N:18]=[CH:17][CH:16]=[C:15]2[O:13][C:5]1[CH:4]=[CH:3][C:2]([F:1])=[CH:12][C:6]=1[C:7]([O:9][CH2:10][CH3:11])=[O:8], predict the reactants needed to synthesize it. The reactants are: [F:1][C:2]1[CH:12]=[C:6]([C:7]([O:9][CH2:10][CH3:11])=[O:8])[C:5]([OH:13])=[CH:4][CH:3]=1.Cl[C:15]1[C:24]2[C:19](=[CH:20][C:21]([O:27][CH3:28])=[C:22]([O:25][CH3:26])[CH:23]=2)[N:18]=[CH:17][CH:16]=1. (2) Given the product [C:5]1([C:8]([C:16]2[CH:21]=[CH:20][CH:19]=[CH:18][CH:17]=2)=[C:10]2[CH2:15][CH2:14][N:13]([C:42](=[O:43])[CH2:41][N:25]3[CH2:26][CH2:27][C:28]([C:29]4[CH:34]=[CH:33][CH:32]=[CH:31][CH:30]=4)([C:35]4[CH:40]=[CH:39][CH:38]=[CH:37][CH:36]=4)[C:24]3=[O:23])[CH2:12][CH2:11]2)[CH:6]=[CH:7][CH:2]=[CH:3][CH:4]=1, predict the reactants needed to synthesize it. The reactants are: F[C:2]1[CH:7]=[CH:6][C:5]([C:8]([C:16]2[CH:21]=[CH:20][C:19](F)=[CH:18][CH:17]=2)([CH:10]2[CH2:15][CH2:14][NH:13][CH2:12][CH2:11]2)O)=[CH:4][CH:3]=1.[O:23]=[C:24]1[C:28]([C:35]2[CH:40]=[CH:39][CH:38]=[CH:37][CH:36]=2)([C:29]2[CH:34]=[CH:33][CH:32]=[CH:31][CH:30]=2)[CH2:27][CH2:26][N:25]1[CH2:41][C:42](O)=[O:43].Cl.C(N=C=NCCCN(C)C)C. (3) Given the product [CH3:1][O:2][C:3](=[O:40])[C:4]1[CH:9]=[C:8]([O:10][C:11]2[CH:16]=[CH:15][C:14]([NH2:17])=[C:13]([C:20]([CH3:28])([CH3:27])[O:21][SiH2:22][C:23]([CH3:24])([CH3:25])[CH3:26])[CH:12]=2)[CH:7]=[CH:6][C:5]=1[NH:29][S:30]([C:33]1[CH:34]=[CH:35][C:36]([CH3:39])=[CH:37][CH:38]=1)(=[O:32])=[O:31], predict the reactants needed to synthesize it. The reactants are: [CH3:1][O:2][C:3](=[O:40])[C:4]1[CH:9]=[C:8]([O:10][C:11]2[CH:16]=[CH:15][C:14]([N+:17]([O-])=O)=[C:13]([C:20]([CH3:28])([CH3:27])[O:21][SiH2:22][C:23]([CH3:26])([CH3:25])[CH3:24])[CH:12]=2)[CH:7]=[CH:6][C:5]=1[NH:29][S:30]([C:33]1[CH:38]=[CH:37][C:36]([CH3:39])=[CH:35][CH:34]=1)(=[O:32])=[O:31].[H][H]. (4) Given the product [CH:1]1([C:7]2[CH:14]=[CH:13][C:10]([CH2:11][Cl:16])=[C:9]([F:15])[CH:8]=2)[CH2:6][CH2:5][CH2:4][CH2:3][CH2:2]1, predict the reactants needed to synthesize it. The reactants are: [CH:1]1([C:7]2[CH:14]=[CH:13][C:10]([CH2:11]O)=[C:9]([F:15])[CH:8]=2)[CH2:6][CH2:5][CH2:4][CH2:3][CH2:2]1.[Cl:16]CCl.